From a dataset of Peptide-MHC class I binding affinity with 185,985 pairs from IEDB/IMGT. Regression. Given a peptide amino acid sequence and an MHC pseudo amino acid sequence, predict their binding affinity value. This is MHC class I binding data. (1) The peptide sequence is FHRKKTDAL. The MHC is HLA-B46:01 with pseudo-sequence HLA-B46:01. The binding affinity (normalized) is 0.0847. (2) The peptide sequence is RRRTPSPRR. The binding affinity (normalized) is 0.405. The MHC is Patr-A0401 with pseudo-sequence Patr-A0401.